This data is from NCI-60 drug combinations with 297,098 pairs across 59 cell lines. The task is: Regression. Given two drug SMILES strings and cell line genomic features, predict the synergy score measuring deviation from expected non-interaction effect. Drug 1: CCC1(CC2CC(C3=C(CCN(C2)C1)C4=CC=CC=C4N3)(C5=C(C=C6C(=C5)C78CCN9C7C(C=CC9)(C(C(C8N6C)(C(=O)OC)O)OC(=O)C)CC)OC)C(=O)OC)O.OS(=O)(=O)O. Drug 2: CC(C)CN1C=NC2=C1C3=CC=CC=C3N=C2N. Cell line: EKVX. Synergy scores: CSS=2.94, Synergy_ZIP=0.774, Synergy_Bliss=1.38, Synergy_Loewe=1.17, Synergy_HSA=1.15.